Task: Binary Classification. Given a miRNA mature sequence and a target amino acid sequence, predict their likelihood of interaction.. Dataset: Experimentally validated miRNA-target interactions with 360,000+ pairs, plus equal number of negative samples (1) The miRNA is hsa-miR-597-3p with sequence UGGUUCUCUUGUGGCUCAAGCGU. The protein sequence of the target gene is MQQAPQPYEFFSEENSPKWRGLLVSALRKVQEQVHPTLSANEESLYYIEELIFQLLNKLCMAQPRTVQDVEERVQKTFPHPIDKWAIADAQSAIEKRKRRNPLLLPVDKIHPSLKEVLGYKVDYHVSLYIVAVLEYISADILKLAGNYVFNIRHYEISQQDIKVSMCADKVLMDMFDQDDIGLVSLCEDEPSSSGELNYYDLVRTEIAEERQYLRELNMIIKVFREAFLSDRKLFKPSDIEKIFSNISDIHELTVKLLGLIEDTVEMTDESSPHPLAGSCFEDLAEEQAFDPYETLSQDI.... Result: 0 (no interaction). (2) The protein sequence of the target gene is MCSTPGMPAPGASLALRVSFVDVHPDVIPVQLWGLVGERRGEYLRLSREIQEAAATRGQWALGSASASPGELCLVQVGLLWHRCRVVSRQAQESRVFLLDEGRTITAGAGSLAPGRREFFNLPSEVLGCVLAGLVPAGCGAGSGEPPQHWPADAVDFLSNLQGKEVHGCVLDVLLLHRLVLLEVPDVFQQMRELGLARRVPDSLFRSLLERYLTAATASVGSGVPVLSRVPLKQKQPGLDYFYPQLQLGVTEAVVITQVCHPHRIHCQLRSVSQEIHRLSESMAQVYRGSTGTGDENSTS.... The miRNA is hsa-miR-6824-3p with sequence UCUCUGGUCUUGCCACCCCAG. Result: 0 (no interaction). (3) The miRNA is hsa-miR-128-3p with sequence UCACAGUGAACCGGUCUCUUU. The protein sequence of the target gene is MSANSSRVGQLLLQGSACIRWKQDVEGAVYHLANCLLLLGFMGGSGVYGCFYLFGFLSAGYLCCVLWGWFSACGLDIVLWSFLLAVVCLLQLAHLVYRLREDTLPEEFDLLYKTLCLPLQVPLQTYKEIVHCCEEQVLTLATEQTYAVEGETPINRLSLLLSGRVRVSQDGQFLHYIFPYQFMDSPEWESLQPSEEGVFQVTLTAETSCSYISWPRKSLHLLLTKERYISCLFSALLGYDISEKLYTLNDKLFAKFGLRFDIRLPSLYHVLGPTAADAGPESEKGDEEVCEPAVSPPQAT.... Result: 1 (interaction). (4) The miRNA is hsa-miR-219b-5p with sequence AGAUGUCCAGCCACAAUUCUCG. The protein sequence of the target gene is MKQALVDDTEDVSLDFGNEEELAFRKAKIRHPLATFFHLFFRVSAIVTYVSCDWFSKSFVGCFVMVLLLLSLDFWSVKNVTGRLLVGLRWWNQIDEDGKSHWIFEARKVSPNSIAATEAEARIFWLGLIICPMIWIVFFFSTLFSLKLKWLALVVAGISLQAANLYGYILCKMGGNSDIGKVTASFLSQTVFQTACPGDFQKPGLEGLEIHQH. Result: 1 (interaction).